The task is: Predict which catalyst facilitates the given reaction.. This data is from Catalyst prediction with 721,799 reactions and 888 catalyst types from USPTO. (1) Reactant: C(=O)([O-])[O-].[K+].[K+].C([O:10][CH2:11][CH2:12][CH2:13][CH2:14][C:15]1[N:16]([CH2:43][CH2:44][CH3:45])[N:17]=[C:18]2[C:27]=1[C:26]1[CH:25]=[CH:24][CH:23]=[CH:22][C:21]=1[N:20]=[C:19]2[N:28]([C:36]([O:38][C:39]([CH3:42])([CH3:41])[CH3:40])=[O:37])[C:29]([O:31][C:32]([CH3:35])([CH3:34])[CH3:33])=[O:30])(=O)C. Product: [OH:10][CH2:11][CH2:12][CH2:13][CH2:14][C:15]1[N:16]([CH2:43][CH2:44][CH3:45])[N:17]=[C:18]2[C:27]=1[C:26]1[CH:25]=[CH:24][CH:23]=[CH:22][C:21]=1[N:20]=[C:19]2[N:28]([C:36]([O:38][C:39]([CH3:42])([CH3:41])[CH3:40])=[O:37])[C:29]([O:31][C:32]([CH3:35])([CH3:34])[CH3:33])=[O:30]. The catalyst class is: 5. (2) Reactant: [Cl:1][C:2]1[CH:27]=[CH:26][CH:25]=[CH:24][C:3]=1[CH2:4][C:5]1[S:9][C:8]([NH:10][C:11]([C:13]2([C:16]3[CH:21]=[CH:20][C:19]([O:22][CH3:23])=[CH:18][CH:17]=3)[CH2:15][CH2:14]2)=[O:12])=[N:7][CH:6]=1.Br.Br[CH2:30][CH2:31][N:32]([CH2:35][CH3:36])[CH2:33][CH3:34].[H-].[Na+]. Product: [Cl:1][C:2]1[CH:27]=[CH:26][CH:25]=[CH:24][C:3]=1[CH2:4][C:5]1[S:9][C:8](=[N:10][C:11]([C:13]2([C:16]3[CH:17]=[CH:18][C:19]([O:22][CH3:23])=[CH:20][CH:21]=3)[CH2:15][CH2:14]2)=[O:12])[N:7]([CH2:30][CH2:31][N:32]([CH2:35][CH3:36])[CH2:33][CH3:34])[CH:6]=1. The catalyst class is: 7. (3) Reactant: Cl.[CH3:2][CH:3]1[CH2:7][CH2:6][CH2:5][N:4]1[CH:8]1[CH2:12][CH2:11][NH:10][CH2:9]1.F[C:14]1[CH:15]=[CH:16][C:17]([N+:21]([O-:23])=[O:22])=[C:18]([CH3:20])[CH:19]=1.C(=O)([O-])[O-].[K+].[K+]. Product: [CH3:2][CH:3]1[CH2:7][CH2:6][CH2:5][N:4]1[CH:8]1[CH2:12][CH2:11][N:10]([C:14]2[CH:15]=[CH:16][C:17]([N+:21]([O-:23])=[O:22])=[C:18]([CH3:20])[CH:19]=2)[CH2:9]1. The catalyst class is: 16. (4) Reactant: [Cl:1][C:2]1[CH:3]=[C:4]([S:8]([NH:11][C:12]2[C:17](C(OCC)=O)=[C:16]([CH3:23])[N:15]=[C:14]3[S:24][C:25]([C:27]4[CH:28]=[N:29][NH:30][CH:31]=4)=[CH:26][C:13]=23)(=[O:10])=[O:9])[CH:5]=[CH:6][CH:7]=1.[OH-].[Na+].C(O)=O.C1(OC2C=CC=CC=2)C=CC=CC=1. Product: [Cl:1][C:2]1[CH:3]=[C:4]([S:8]([NH:11][C:12]2[CH:17]=[C:16]([CH3:23])[N:15]=[C:14]3[S:24][C:25]([C:27]4[CH:28]=[N:29][NH:30][CH:31]=4)=[CH:26][C:13]=23)(=[O:9])=[O:10])[CH:5]=[CH:6][CH:7]=1. The catalyst class is: 58. (5) Reactant: Br[CH2:2][C:3]([C:5]1[CH:13]=[CH:12][C:8]([C:9]([OH:11])=[O:10])=[CH:7][CH:6]=1)=O.[N:14]1([C:20](=[S:22])[NH2:21])[CH2:19]CCC[CH2:15]1. Product: [CH3:15][N:14]([CH3:19])[C:20]1[S:22][CH:2]=[C:3]([C:5]2[CH:13]=[CH:12][C:8]([C:9]([OH:11])=[O:10])=[CH:7][CH:6]=2)[N:21]=1. The catalyst class is: 1.